This data is from Full USPTO retrosynthesis dataset with 1.9M reactions from patents (1976-2016). The task is: Predict the reactants needed to synthesize the given product. (1) The reactants are: [Cl:1][C:2]1[CH:3]=[C:4]([CH:25]=[C:26]([Cl:28])[CH:27]=1)[CH2:5][O:6][C:7]([NH:9][CH:10]1[CH2:16][CH:15]2[N:17](C(OC(C)(C)C)=O)[CH:12]([CH2:13][CH2:14]2)[CH2:11]1)=[O:8].Cl. Given the product [ClH:1].[CH:15]12[NH:17][CH:12]([CH2:13][CH2:14]1)[CH2:11][CH:10]([NH:9][C:7](=[O:8])[O:6][CH2:5][C:4]1[CH:3]=[C:2]([Cl:1])[CH:27]=[C:26]([Cl:28])[CH:25]=1)[CH2:16]2, predict the reactants needed to synthesize it. (2) Given the product [ClH:37].[C:13]([C:9]1[C:8]([O:15][CH2:16][C@H:17]([OH:33])[CH2:18][NH:19][C:20]([CH3:31])([CH3:32])[CH2:21][CH:22]2[CH2:23][C:24]3[C:29](=[CH:28][CH:27]=[CH:26][CH:25]=3)[CH2:30]2)=[C:7]([CH2:6][CH2:5][C:4]([OH:34])=[O:3])[CH:12]=[CH:11][CH:10]=1)#[N:14], predict the reactants needed to synthesize it. The reactants are: C([O:3][C:4](=[O:34])[CH2:5][CH2:6][C:7]1[CH:12]=[CH:11][CH:10]=[C:9]([C:13]#[N:14])[C:8]=1[O:15][CH2:16][C@H:17]([OH:33])[CH2:18][NH:19][C:20]([CH3:32])([CH3:31])[CH2:21][CH:22]1[CH2:30][C:29]2[C:24](=[CH:25][CH:26]=[CH:27][CH:28]=2)[CH2:23]1)C.[OH-].[Na+].[ClH:37]. (3) Given the product [CH3:1][C:2]([S:5](/[N:7]=[CH:15]/[C:13]1[CH:12]=[CH:11][CH:10]=[C:9]([CH3:8])[N:14]=1)=[O:6])([CH3:4])[CH3:3], predict the reactants needed to synthesize it. The reactants are: [CH3:1][C:2]([S:5]([NH2:7])=[O:6])([CH3:4])[CH3:3].[CH3:8][C:9]1[N:14]=[C:13]([CH:15]=O)[CH:12]=[CH:11][CH:10]=1. (4) Given the product [F:20][C:21]1[C:22]([Si:35]([CH3:37])([CH3:36])[CH3:34])=[C:23]([C:31]([Si:35]([CH3:37])([CH3:36])[CH3:34])=[CH:32][CH:33]=1)[C:24]([N:26]1[CH2:30][CH2:29][CH2:28][CH2:27]1)=[O:25], predict the reactants needed to synthesize it. The reactants are: [Li]C(CC)C.C1CCCCC1.CN(CCN(C)C)C.[F:20][C:21]1[CH:22]=[C:23]([CH:31]=[CH:32][CH:33]=1)[C:24]([N:26]1[CH2:30][CH2:29][CH2:28][CH2:27]1)=[O:25].[CH3:34][Si:35](Cl)([CH3:37])[CH3:36]. (5) Given the product [C:25]([O:1][CH:2]([O:8][CH2:9][CH2:10][C:11]1[CH:16]=[CH:15][CH:14]=[CH:13][C:12]=1[O:17][CH3:18])[C:3]([O:5][CH2:6][CH3:7])=[O:4])(=[O:27])[CH3:26], predict the reactants needed to synthesize it. The reactants are: [OH:1][CH:2]([O:8][CH2:9][CH2:10][C:11]1[CH:16]=[CH:15][CH:14]=[CH:13][C:12]=1[O:17][CH3:18])[C:3]([O:5][CH2:6][CH3:7])=[O:4].N1C=CC=CC=1.[C:25](Cl)(=[O:27])[CH3:26]. (6) Given the product [OH:4][CH:2]([CH2:1][O:5][C:6]12[CH2:15][CH:10]3[CH2:11][CH:12]([CH2:14][CH:8]([CH2:9]3)[CH2:7]1)[CH2:13]2)[CH2:3][NH:28][C:17]([CH3:27])([CH3:16])[CH2:18][C:19]1[CH:24]=[CH:23][C:22]([O:25][CH3:26])=[CH:21][CH:20]=1, predict the reactants needed to synthesize it. The reactants are: [CH2:1]([O:5][C:6]12[CH2:15][CH:10]3[CH2:11][CH:12]([CH2:14][CH:8]([CH2:9]3)[CH2:7]1)[CH2:13]2)[CH:2]1[O:4][CH2:3]1.[CH3:16][C:17]([NH2:28])([CH3:27])[CH2:18][C:19]1[CH:24]=[CH:23][C:22]([O:25][CH3:26])=[CH:21][CH:20]=1. (7) Given the product [O:12]1[CH2:13][CH2:14][N:9]([CH2:8][CH2:7][O:6][C:5]2[CH:4]=[C:3]([CH:17]=[CH:16][CH:15]=2)[CH2:2][O:18][C:19]2[CH:20]=[CH:21][C:22]([C:23]([O:25][CH3:26])=[O:24])=[CH:27][CH:28]=2)[CH2:10][CH2:11]1, predict the reactants needed to synthesize it. The reactants are: Cl[CH2:2][C:3]1[CH:4]=[C:5]([CH:15]=[CH:16][CH:17]=1)[O:6][CH2:7][CH2:8][N:9]1[CH2:14][CH2:13][O:12][CH2:11][CH2:10]1.[OH:18][C:19]1[CH:28]=[CH:27][C:22]([C:23]([O:25][CH3:26])=[O:24])=[CH:21][CH:20]=1.C([O-])([O-])=O.[K+].[K+]. (8) Given the product [CH3:1][C:2]1[CH:3]=[C:4]([C:8]2[CH:9]=[C:10]([C:11]([F:14])([F:13])[F:12])[N:19]3[N:20]=[CH:21][C:22]([C:23]#[N:24])=[C:18]3[N:17]=2)[CH:5]=[CH:6][CH:7]=1, predict the reactants needed to synthesize it. The reactants are: [CH3:1][C:2]1[CH:3]=[C:4]([C:8](=O)[CH2:9][C:10](=O)[C:11]([F:14])([F:13])[F:12])[CH:5]=[CH:6][CH:7]=1.[NH2:17][C:18]1[C:22]([C:23]#[N:24])=[CH:21][NH:20][N:19]=1. (9) Given the product [NH2:18][CH2:17][CH2:16][CH2:15][NH:14][CH2:13][CH2:12][CH2:11][CH2:10][NH:9][CH2:8][CH2:7][CH2:6][NH2:5], predict the reactants needed to synthesize it. The reactants are: Cl.Cl.Cl.Cl.[NH2:5][CH2:6][CH2:7][CH2:8][NH:9][CH2:10][CH2:11][CH2:12][CH2:13][NH:14][CH2:15][CH2:16][CH2:17][NH2:18].O.C(#N)C.